This data is from Reaction yield outcomes from USPTO patents with 853,638 reactions. The task is: Predict the reaction yield, written as a fraction of the theoretical maximum amount of product (1.0 means a 100% yield; for example, 0.34 means a 34% yield). (1) The yield is 0.600. The reactants are I[C:2]1[CH:28]=[CH:27][CH:26]=[CH:25][C:3]=1[CH2:4][C:5]1[S:6][C:7]2[N:8]=[CH:9][N:10]=[C:11]([NH:14][C:15]3[CH:20]=[CH:19][C:18]([C:21]([F:24])([F:23])[F:22])=[CH:17][CH:16]=3)[C:12]=2[N:13]=1.C1C=CC(P(C2C=CC=CC=2)C2C=CC=CC=2)=CC=1.C([O-])([O-])=O.[Cs+].[Cs+].[CH:54]([Si:57]([CH:62]([CH3:64])[CH3:63])([CH:59]([CH3:61])[CH3:60])[SH:58])([CH3:56])[CH3:55]. The product is [F:22][C:21]([F:24])([F:23])[C:18]1[CH:19]=[CH:20][C:15]([NH:14][C:11]2[C:12]3[N:13]=[C:5]([CH2:4][C:3]4[CH:25]=[CH:26][CH:27]=[CH:28][C:2]=4[S:58][Si:57]([CH:59]([CH3:61])[CH3:60])([CH:62]([CH3:64])[CH3:63])[CH:54]([CH3:55])[CH3:56])[S:6][C:7]=3[N:8]=[CH:9][N:10]=2)=[CH:16][CH:17]=1. The catalyst is C([O-])(=O)C.[Pd+2].C([O-])(=O)C.C1(C)C=CC=CC=1. (2) The reactants are [Br:1][C:2]1[C:3]([C:9]([F:12])([F:11])[F:10])=[CH:4][C:5]([NH2:8])=[N:6][CH:7]=1.[CH3:13][O:14][C:15]1[C:16](=O)[O:17][C:18](=[O:21])[C:19]=1[CH3:20]. The yield is 0.490. The catalyst is C1(C)C=CC=CC=1.[O-]CC.[Ti+4].[O-]CC.[O-]CC.[O-]CC. The product is [Br:1][C:2]1[C:3]([C:9]([F:12])([F:10])[F:11])=[CH:4][C:5]([N:8]2[C:18](=[O:21])[C:19]([CH3:20])=[C:15]([O:14][CH3:13])[C:16]2=[O:17])=[N:6][CH:7]=1. (3) The reactants are C([O:3][C:4]([C@:6]1([NH2:30])[C@H:11]([S:12]([CH2:15][C:16]2[CH:21]=[CH:20][C:19]([Cl:22])=[C:18]([Cl:23])[CH:17]=2)(=[O:14])=[O:13])[CH2:10][C@@H:9]2[C@H:7]1[C@@:8]2([F:29])[C:24]([O:26]CC)=[O:25])=[O:5])C.[OH-].[Na+]. The catalyst is S(=O)(=O)(O)O. The product is [NH2:30][C@@:6]1([C:4]([OH:5])=[O:3])[C@H:11]([S:12]([CH2:15][C:16]2[CH:21]=[CH:20][C:19]([Cl:22])=[C:18]([Cl:23])[CH:17]=2)(=[O:14])=[O:13])[CH2:10][C@@H:9]2[C@H:7]1[C@@:8]2([F:29])[C:24]([OH:26])=[O:25]. The yield is 0.100. (4) The reactants are [C:1]([O:8][CH2:9][CH3:10])(=[O:7])[C:2]([O:4]CC)=O.[O-]CC.[Na+].[CH3:15][O:16][C:17]1[CH:18]=[CH:19][C:20]([C:23](=[O:25])[CH3:24])=[N:21][CH:22]=1.O. The catalyst is C(O)C.C(OCC)C. The product is [CH2:9]([O:8][C:1](=[O:7])[C:2](=[O:4])[CH2:24][C:23]([C:20]1[CH:19]=[CH:18][C:17]([O:16][CH3:15])=[CH:22][N:21]=1)=[O:25])[CH3:10]. The yield is 0.570. (5) The reactants are Br[C:2]1[CH:7]=[CH:6][C:5]([C:8]2[N:13]=[C:12]([C:14]3[CH:15]=[N:16][N:17]([CH2:19][O:20][CH2:21][CH2:22][Si:23]([CH3:26])([CH3:25])[CH3:24])[CH:18]=3)[N:11]3[CH:27]=[CH:28][N:29]=[C:10]3[CH:9]=2)=[CH:4][CH:3]=1.[CH:30]12[O:37][CH:34]([CH2:35][CH2:36]1)[CH2:33][NH:32][CH2:31]2.CC([O-])(C)C.[K+].C1(P(C2CCCCC2)C2C=CC=CC=2C2C(OC)=CC=CC=2OC)CCCCC1. The catalyst is C1C=CC(/C=C/C(/C=C/C2C=CC=CC=2)=O)=CC=1.C1C=CC(/C=C/C(/C=C/C2C=CC=CC=2)=O)=CC=1.C1C=CC(/C=C/C(/C=C/C2C=CC=CC=2)=O)=CC=1.[Pd].[Pd].C1COCC1. The product is [CH3:24][Si:23]([CH3:26])([CH3:25])[CH2:22][CH2:21][O:20][CH2:19][N:17]1[CH:18]=[C:14]([C:12]2[N:11]3[CH:27]=[CH:28][N:29]=[C:10]3[CH:9]=[C:8]([C:5]3[CH:6]=[CH:7][C:2]([N:32]4[CH2:31][CH:30]5[O:37][CH:34]([CH2:35][CH2:36]5)[CH2:33]4)=[CH:3][CH:4]=3)[N:13]=2)[CH:15]=[N:16]1. The yield is 0.490. (6) The reactants are [C:1](Cl)(Cl)=[O:2].[CH3:5][N:6]1[CH2:10][CH2:9][NH:8][C:7]1=[O:11].N1C=CC=CC=1.[CH3:18][C:19]1[C:24]([O:25][C:26]2[CH:31]=[CH:30][N:29]=[C:28]([C:32]3[CH:33]=[N:34][N:35]([CH3:37])[CH:36]=3)[CH:27]=2)=[CH:23][N:22]=[C:21]([NH2:38])[CH:20]=1.CCN(C(C)C)C(C)C. The catalyst is C(Cl)Cl. The product is [CH3:5][N:6]1[CH2:10][CH2:9][N:8]([C:7]([NH:38][C:21]2[CH:20]=[C:19]([CH3:18])[C:24]([O:25][C:26]3[CH:31]=[CH:30][N:29]=[C:28]([C:32]4[CH:33]=[N:34][N:35]([CH3:37])[CH:36]=4)[CH:27]=3)=[CH:23][N:22]=2)=[O:11])[C:1]1=[O:2]. The yield is 0.520. (7) The reactants are [CH2:1]([OH:4])[CH2:2][OH:3].[H-].[Na+].Br[CH2:8][CH2:9][CH2:10][O:11][C:12]([C:25]1[CH:30]=[CH:29][CH:28]=[CH:27][CH:26]=1)([C:19]1[CH:24]=[CH:23][CH:22]=[CH:21][CH:20]=1)[C:13]1[CH:18]=[CH:17][CH:16]=[CH:15][CH:14]=1. The catalyst is CN(C=O)C. The product is [C:12]([O:11][CH2:10][CH2:9][CH2:8][O:3][CH2:2][CH2:1][OH:4])([C:19]1[CH:20]=[CH:21][CH:22]=[CH:23][CH:24]=1)([C:25]1[CH:30]=[CH:29][CH:28]=[CH:27][CH:26]=1)[C:13]1[CH:14]=[CH:15][CH:16]=[CH:17][CH:18]=1. The yield is 0.770. (8) The reactants are [CH3:1][C:2]1[CH:7]=[C:6]([C:8]2[CH:13]=[CH:12][CH:11]=[CH:10][CH:9]=2)[C:5]([OH:14])=[C:4]([C:15]2[CH:20]=[CH:19][CH:18]=[CH:17][CH:16]=2)[CH:3]=1.[H-].[Na+].[Cl:23][Ti:24](Cl)([Cl:35])[C:25]1([CH3:34])[C:29]([CH3:30])=[C:28]([CH3:31])[C:27]([CH3:32])=[C:26]1[CH3:33]. The catalyst is C1(C)C=CC=CC=1. The product is [Cl:23][Ti:24]([Cl:35])([C:25]1([CH3:34])[C:26]([CH3:33])=[C:27]([CH3:32])[C:28]([CH3:31])=[C:29]1[CH3:30])[O:14][C:5]1[C:4]([C:15]2[CH:20]=[CH:19][CH:18]=[CH:17][CH:16]=2)=[CH:3][C:2]([CH3:1])=[CH:7][C:6]=1[C:8]1[CH:13]=[CH:12][CH:11]=[CH:10][CH:9]=1. The yield is 0.460.